From a dataset of Full USPTO retrosynthesis dataset with 1.9M reactions from patents (1976-2016). Predict the reactants needed to synthesize the given product. (1) Given the product [C:1]([C:3]1([C:15]2[C:24]3[O:23][CH2:22][CH2:21][O:20][C:19]=3[C:18]([O:25][CH3:26])=[CH:17][CH:16]=2)[CH2:8][CH2:7][CH:6]([CH2:9][C:10]([OH:12])=[O:11])[CH2:5][CH2:4]1)#[N:2], predict the reactants needed to synthesize it. The reactants are: [C:1]([C:3]1([C:15]2[C:24]3[O:23][CH2:22][CH2:21][O:20][C:19]=3[C:18]([O:25][CH3:26])=[CH:17][CH:16]=2)[CH2:8][CH2:7][CH:6]([CH2:9][C:10]([O:12]CC)=[O:11])[CH2:5][CH2:4]1)#[N:2].[OH-].[Na+].O.C(OCC)(=O)C. (2) Given the product [C:1]12([S:11]([CH2:12][C:13]([N:15]([CH3:22])[CH2:16][C:17]3[S:18][CH:19]=[CH:20][CH:21]=3)=[O:14])=[O:31])[CH2:2][CH:3]3[CH2:4][CH:5]([CH2:6][CH:7]([CH2:9]3)[CH2:8]1)[CH2:10]2, predict the reactants needed to synthesize it. The reactants are: [C:1]12([S:11][CH2:12][C:13]([N:15]([CH3:22])[CH2:16][C:17]3[S:18][CH:19]=[CH:20][CH:21]=3)=[O:14])[CH2:10][CH:5]3[CH2:6][CH:7]([CH2:9][CH:3]([CH2:4]3)[CH2:2]1)[CH2:8]2.C1C=C(Cl)C=C(C(OO)=[O:31])C=1. (3) The reactants are: O[CH2:2][CH2:3][N:4]([CH2:8][CH2:9][CH2:10][CH2:11][O:12][C:13]1[CH:18]=[CH:17][CH:16]=[C:15]([N+:19]([O-:21])=[O:20])[CH:14]=1)[CH2:5][CH2:6]O.CS([Cl:26])(=O)=O.C(N(CC)CC)C.[ClH:34]. Given the product [Cl:34][CH2:2][CH2:3][N:4]([CH2:5][CH2:6][Cl:26])[CH2:8][CH2:9][CH2:10][CH2:11][O:12][C:13]1[CH:18]=[CH:17][CH:16]=[C:15]([N+:19]([O-:21])=[O:20])[CH:14]=1, predict the reactants needed to synthesize it. (4) Given the product [CH3:13][O:12][CH2:11][C:8]1[S:9][CH:10]=[C:6]([CH:4]=[O:3])[N:7]=1, predict the reactants needed to synthesize it. The reactants are: C([O:3][C:4]([C:6]1[N:7]=[C:8]([CH2:11][O:12][CH3:13])[S:9][CH:10]=1)=O)C.CC(C[AlH]CC(C)C)C.C(O)(=O)C.C(C(C(C([O-])=O)O)O)([O-])=O.[K+].[Na+]. (5) Given the product [Br:1][C:2]1[CH:3]=[C:4]2[C:9](=[CH:10][CH:11]=1)[N:8]=[CH:7][N:6]=[C:5]2[Cl:26], predict the reactants needed to synthesize it. The reactants are: [Br:1][C:2]1[CH:3]=[C:4]2[C:9](=[CH:10][CH:11]=1)[N:8]=[CH:7][N:6]=[C:5]2O.C(N(CC)C1C=CC=CC=1)C.O=P(Cl)(Cl)[Cl:26]. (6) The reactants are: F[C:2]1[CH:3]=[C:4]2[C:8](=[CH:9][CH:10]=1)[NH:7][C:6](=[O:11])[CH2:5]2.[Si](OS(C(F)(F)F)(=O)=O)(C)(C)C. Given the product [NH:7]1[CH:6]=[CH:5][CH:4]=[C:8]1[CH:9]=[C:5]1[C:4]2[C:8](=[CH:9][CH:10]=[CH:2][CH:3]=2)[NH:7][C:6]1=[O:11], predict the reactants needed to synthesize it. (7) Given the product [C:1]([C:3]1[C:4]([C:18]2[CH:19]=[CH:20][N:21]=[CH:22][CH:23]=2)=[C:5]([C:14]([O:16][CH3:17])=[O:15])[C:6]([CH3:13])=[N:7][C:8]=1[CH2:9][CH:10]([CH3:11])[CH3:12])#[N:2], predict the reactants needed to synthesize it. The reactants are: [C:1]([C:3]1[CH:4]([C:18]2[CH:23]=[CH:22][N:21]=[CH:20][CH:19]=2)[C:5]([C:14]([O:16][CH3:17])=[O:15])=[C:6]([CH3:13])[NH:7][C:8]=1[CH2:9][CH:10]([CH3:12])[CH3:11])#[N:2].[N+]([O-])([O-])=O.[Ce+3].[NH4+].[NH4+].[N+]([O-])([O-])=O.[N+]([O-])([O-])=O.[N+]([O-])([O-])=O.[N+]([O-])([O-])=O. (8) Given the product [NH:7]1[C:6]2[C:1](=[CH:2][CH:3]=[CH:4][CH:5]=2)[CH2:14][NH:8]1, predict the reactants needed to synthesize it. The reactants are: [CH:1]1[C:6]([NH:7][NH2:8])=[CH:5][CH:4]=[C:3](S(N)(=O)=O)[CH:2]=1.Cl.[CH2:14](O)C. (9) Given the product [NH2:33][C@@H:29]([CH2:28][C@H:25]1[CH2:24][CH2:23][C:22]2[S:21][C:20]3[N:19]=[CH:18][N:17]=[C:16]([O:15][CH:12]4[CH2:11][CH2:10][CH:9]([NH:8][CH3:6])[CH2:14][CH2:13]4)[C:27]=3[C:26]1=2)[C:30]([NH2:31])=[O:32], predict the reactants needed to synthesize it. The reactants are: C(O[C:6]([N:8](C)[CH:9]1[CH2:14][CH2:13][CH:12]([O:15][C:16]2[C:27]3[C:26]4[C@@H:25]([CH2:28][C@H:29]([NH:33]C(=O)OCC5C=CC=CC=5)[C:30](=[O:32])[NH2:31])[CH2:24][CH2:23][C:22]=4[S:21][C:20]=3[N:19]=[CH:18][N:17]=2)[CH2:11][CH2:10]1)=O)(C)(C)C.Cl.